Predict the product of the given reaction. From a dataset of Forward reaction prediction with 1.9M reactions from USPTO patents (1976-2016). (1) Given the reactants [Cl:1][C:2]1[CH:10]=[C:6]([C:7]([OH:9])=O)[C:5]([OH:11])=[CH:4][CH:3]=1.[CH2:12]([O:14][C:15]([C:17]1[S:21][C:20]([NH2:22])=[N:19][C:18]=1[C:23]1[CH:28]=[CH:27][CH:26]=[CH:25][CH:24]=1)=[O:16])[CH3:13], predict the reaction product. The product is: [CH2:12]([O:14][C:15]([C:17]1[S:21][C:20]([NH:22][C:7](=[O:9])[C:6]2[CH:10]=[C:2]([Cl:1])[CH:3]=[CH:4][C:5]=2[OH:11])=[N:19][C:18]=1[C:23]1[CH:28]=[CH:27][CH:26]=[CH:25][CH:24]=1)=[O:16])[CH3:13]. (2) Given the reactants Cl.Cl.[CH2:3]([O:5][C:6](=[O:28])[CH2:7][C:8]1[CH:13]=[CH:12][CH:11]=[C:10]([C:14]2[CH:19]=[CH:18][C:17]([C:20]([F:23])([F:22])[F:21])=[CH:16][C:15]=2[CH2:24][NH:25][CH2:26][CH3:27])[N:9]=1)[CH3:4].[CH2:29]([N:36]=[C:37]=[O:38])[C:30]1[CH:35]=[CH:34][CH:33]=[CH:32][CH:31]=1, predict the reaction product. The product is: [CH2:3]([O:5][C:6](=[O:28])[CH2:7][C:8]1[CH:13]=[CH:12][CH:11]=[C:10]([C:14]2[CH:19]=[CH:18][C:17]([C:20]([F:21])([F:23])[F:22])=[CH:16][C:15]=2[CH2:24][N:25]([CH2:26][CH3:27])[C:37]([NH:36][CH2:29][C:30]2[CH:35]=[CH:34][CH:33]=[CH:32][CH:31]=2)=[O:38])[N:9]=1)[CH3:4]. (3) Given the reactants [F:1][C:2]1[CH:3]=[CH:4][C:5]([CH:18]2[C:23]([C:24]([O:26][CH2:27][CH3:28])=[O:25])=[C:22]([CH3:29])[NH:21][C:20]([C:30]3[S:31][CH:32]=[CH:33][N:34]=3)=[N:19]2)=[C:6]([C:8]2[CH:13]=[CH:12][C:11]([C:14]([F:17])([F:16])[F:15])=[CH:10][CH:9]=2)[CH:7]=1.C1C(=O)N([Br:42])C(=O)C1, predict the reaction product. The product is: [Br:42][CH2:29][C:22]1[NH:21][C:20]([C:30]2[S:31][CH:32]=[CH:33][N:34]=2)=[N:19][CH:18]([C:5]2[CH:4]=[CH:3][C:2]([F:1])=[CH:7][C:6]=2[C:8]2[CH:9]=[CH:10][C:11]([C:14]([F:15])([F:16])[F:17])=[CH:12][CH:13]=2)[C:23]=1[C:24]([O:26][CH2:27][CH3:28])=[O:25]. (4) Given the reactants [CH2:1](Br)[C:2]1[CH:7]=[CH:6][CH:5]=[CH:4][CH:3]=1.[CH2:9]([O:11][C:12]([C:14]1[CH:15]=[CH:16][N:17]2[C:22]=1[C:21](=[O:23])[NH:20][C:19]([CH3:24])=[N:18]2)=[O:13])[CH3:10].C([O-])([O-])=O.[Cs+].[Cs+], predict the reaction product. The product is: [CH2:9]([O:11][C:12]([C:14]1[CH:15]=[CH:16][N:17]2[C:22]=1[C:21](=[O:23])[N:20]([CH2:1][C:2]1[CH:7]=[CH:6][CH:5]=[CH:4][CH:3]=1)[C:19]([CH3:24])=[N:18]2)=[O:13])[CH3:10]. (5) The product is: [Br:1]/[CH:2]=[CH:3]/[C:4]1[C:5](=[O:35])[NH:6][C:7](=[O:34])[N:8]([C@H:10]2[O:14][C@H:13]([CH2:15][OH:16])[O:12][CH2:11]2)[CH:9]=1. Given the reactants [Br:1]/[CH:2]=[CH:3]/[C:4]1[C:5](=[O:35])[NH:6][C:7](=[O:34])[N:8]([C@H:10]2[O:14][C@H:13]([CH2:15][O:16][Si](C(C)(C)C)(C3C=CC=CC=3)C3C=CC=CC=3)[O:12][CH2:11]2)[CH:9]=1.[F-].C([N+](CCCC)(CCCC)CCCC)CCC, predict the reaction product. (6) Given the reactants [NH2:1][C:2]1[C:11]([C:12]#[N:13])=[C:10]([NH:14][CH2:15][C:16]2[CH:21]=[CH:20][CH:19]=[CH:18][CH:17]=2)[C:9]2[C:4](=[CH:5][CH:6]=[C:7]([N:22]3[CH2:27][CH2:26][N:25]([CH3:28])[CH2:24][CH2:23]3)[CH:8]=2)[N:3]=1.[CH3:29][O:30][C:31]1[CH:39]=[CH:38][C:34]([C:35](Cl)=[O:36])=[CH:33][CH:32]=1, predict the reaction product. The product is: [CH3:29][O:30][C:31]1[CH:39]=[CH:38][C:34]([C:35]([N:1]([C:35](=[O:36])[C:34]2[CH:38]=[CH:39][C:31]([O:30][CH3:29])=[CH:32][CH:33]=2)[C:2]2[C:11]([C:12]#[N:13])=[C:10]([NH:14][CH2:15][C:16]3[CH:17]=[CH:18][CH:19]=[CH:20][CH:21]=3)[C:9]3[C:4](=[CH:5][CH:6]=[C:7]([N:22]4[CH2:23][CH2:24][N:25]([CH3:28])[CH2:26][CH2:27]4)[CH:8]=3)[N:3]=2)=[O:36])=[CH:33][CH:32]=1.